From a dataset of Reaction yield outcomes from USPTO patents with 853,638 reactions. Predict the reaction yield, written as a fraction of the theoretical maximum amount of product (1.0 means a 100% yield; for example, 0.34 means a 34% yield). (1) The reactants are [CH3:1][CH:2]([CH2:7][CH2:8][CH:9]=[C:10]([CH3:12])[CH3:11])[CH2:3][C:4]([OH:6])=O.[NH2:13][C@@H:14]1[C@H:18]2[O:19][CH2:20][C@H:21]([NH:22][C:23]([CH:25]3[CH2:27][CH2:26]3)=[O:24])[C@H:17]2[O:16][CH2:15]1. No catalyst specified. The product is [CH3:1][CH:2]([CH2:7][CH2:8][CH:9]=[C:10]([CH3:12])[CH3:11])[CH2:3][C:4]([NH:13][C@@H:14]1[C@H:18]2[O:19][CH2:20][C@H:21]([NH:22][C:23]([CH:25]3[CH2:26][CH2:27]3)=[O:24])[C@H:17]2[O:16][CH2:15]1)=[O:6]. The yield is 0.390. (2) The reactants are C([O:3][C:4](=O)[CH2:5][C:6]([C@H:8]1[CH2:13][CH2:12][N:11]([C:14]([O:16][CH3:17])=[O:15])[C@@H:10]([C:18]2[CH:23]=[CH:22][C:21]([C:24]([F:27])([F:26])[F:25])=[CH:20][CH:19]=2)[CH2:9]1)=[O:7])C.[OH-].[Na+].[NH2:31]O.Cl. The catalyst is CO.O. The product is [O:3]=[C:4]1[CH:5]=[C:6]([C@H:8]2[CH2:13][CH2:12][N:11]([C:14]([O:16][CH3:17])=[O:15])[C@@H:10]([C:18]3[CH:23]=[CH:22][C:21]([C:24]([F:27])([F:26])[F:25])=[CH:20][CH:19]=3)[CH2:9]2)[O:7][NH:31]1. The yield is 0.790.